Task: Predict the reaction yield, written as a fraction of the theoretical maximum amount of product (1.0 means a 100% yield; for example, 0.34 means a 34% yield).. Dataset: Reaction yield outcomes from USPTO patents with 853,638 reactions (1) The reactants are [Cl:1][C:2]1[CH:3]=[C:4]([S:9]([N:12]2[CH2:17][CH2:16][CH:15]([NH2:18])C[CH2:13]2)(=[O:11])=[O:10])[CH:5]=[CH:6][C:7]=1[Cl:8].N1CC(N(C)C(=O)OC(C)(C)C)C1. No catalyst specified. The product is [Cl:1][C:2]1[CH:3]=[C:4]([S:9]([N:12]2[CH2:13][CH:16]([CH2:15][NH2:18])[CH2:17]2)(=[O:10])=[O:11])[CH:5]=[CH:6][C:7]=1[Cl:8]. The yield is 0.870. (2) The reactants are [Br:1][C:2]1[CH:7]=[CH:6][C:5]([C:8]([F:11])([F:10])[F:9])=[CH:4][C:3]=1I.[N:13]1[CH:18]=[CH:17][CH:16]=[C:15](B(O)O)[CH:14]=1.C(=O)([O-])[O-].[K+].[K+]. The catalyst is O1CCOCC1.O.C1C=CC([P]([Pd]([P](C2C=CC=CC=2)(C2C=CC=CC=2)C2C=CC=CC=2)([P](C2C=CC=CC=2)(C2C=CC=CC=2)C2C=CC=CC=2)[P](C2C=CC=CC=2)(C2C=CC=CC=2)C2C=CC=CC=2)(C2C=CC=CC=2)C2C=CC=CC=2)=CC=1. The product is [Br:1][C:2]1[CH:7]=[CH:6][C:5]([C:8]([F:11])([F:10])[F:9])=[CH:4][C:3]=1[C:15]1[CH:14]=[N:13][CH:18]=[CH:17][CH:16]=1. The yield is 0.698. (3) The reactants are [NH2:1][C:2]1[CH:3]=[C:4]([C:8]2[S:12][C:11]([C:13]3[CH:14]=[C:15]4[C:19](=[CH:20][CH:21]=3)[C:18](=[O:22])[N:17]([CH3:23])[CH2:16]4)=[CH:10][CH:9]=2)[CH:5]=[N:6][CH:7]=1.[CH3:24][O:25][C:26]1[CH:31]=[CH:30][CH:29]=[CH:28][C:27]=1[S:32](Cl)(=[O:34])=[O:33]. No catalyst specified. The product is [CH3:24][O:25][C:26]1[CH:31]=[CH:30][CH:29]=[CH:28][C:27]=1[S:32]([NH:1][C:2]1[CH:7]=[N:6][CH:5]=[C:4]([C:8]2[S:12][C:11]([C:13]3[CH:14]=[C:15]4[C:19](=[CH:20][CH:21]=3)[C:18](=[O:22])[N:17]([CH3:23])[CH2:16]4)=[CH:10][CH:9]=2)[CH:3]=1)(=[O:34])=[O:33]. The yield is 0.260. (4) The reactants are [CH3:1][O:2][C:3]1[CH:4]=[C:5]([CH2:19][NH2:20])[CH:6]=[CH:7][C:8]=1[O:9][CH2:10][C:11]1[CH:12]=[N:13][C:14]([O:17][CH3:18])=[CH:15][CH:16]=1.F[C:22]1[CH:27]=[CH:26][C:25]([I:28])=[CH:24][C:23]=1[N+:29]([O-:31])=[O:30].C(N(C(C)C)CC)(C)C. The catalyst is C(#N)C.O. The product is [I:28][C:25]1[CH:26]=[CH:27][C:22]([NH:20][CH2:19][C:5]2[CH:6]=[CH:7][C:8]([O:9][CH2:10][C:11]3[CH:12]=[N:13][C:14]([O:17][CH3:18])=[CH:15][CH:16]=3)=[C:3]([O:2][CH3:1])[CH:4]=2)=[C:23]([N+:29]([O-:31])=[O:30])[CH:24]=1. The yield is 0.800. (5) The reactants are C(OC([NH:8][C@:9]1([C:16]([O:18][CH2:19][CH3:20])=[O:17])[CH2:14][C:13](=[O:15])[NH:12][C:10]1=[O:11])=O)(C)(C)C.[ClH:21]. The catalyst is C(OCC)(=O)C. The product is [ClH:21].[NH2:8][C@:9]1([C:16]([O:18][CH2:19][CH3:20])=[O:17])[CH2:14][C:13](=[O:15])[NH:12][C:10]1=[O:11]. The yield is 0.970.